Dataset: Catalyst prediction with 721,799 reactions and 888 catalyst types from USPTO. Task: Predict which catalyst facilitates the given reaction. Reactant: COC(=O)C(C)=C.C(OCCCC)(=O)C=C.C(O)(=O)C=C.[CH3:22][C:23]([C:25]([O:27][CH2:28][CH2:29][O:30][C:31]([CH2:33][C:34]([CH3:36])=[O:35])=[O:32])=[O:26])=[CH2:24]. Product: [CH3:24][C:23]([C:25]([O:27][CH2:28][CH2:29][O:30][C:31]([CH2:33][C:34]([CH3:36])=[O:35])=[O:32])=[O:26])=[CH2:22]. The catalyst class is: 6.